Dataset: Catalyst prediction with 721,799 reactions and 888 catalyst types from USPTO. Task: Predict which catalyst facilitates the given reaction. (1) Reactant: Cl[C:2]1[CH:3]=[C:4]([C:8]2[CH:9]=[C:10]3[C:14](=[CH:15][CH:16]=2)[N:13]([CH3:17])[N:12]=[CH:11]3)[N:5]=[N:6][CH:7]=1.B1(B2OC(C)(C)C(C)(C)O2)OC(C)(C)C(C)(C)O1.ClCCl.C([O-])(=O)C.[K+].Br[C:45]1[S:46][C:47]2[C:53]([C:54]3[CH:59]=[CH:58][C:57]([Cl:60])=[CH:56][CH:55]=3)=[C:52]([C@H:61]([O:67][C:68]([CH3:71])([CH3:70])[CH3:69])[C:62]([O:64][CH2:65][CH3:66])=[O:63])[C:51]([CH3:72])=[CH:50][C:48]=2[N:49]=1.C([O-])([O-])=O.[K+].[K+]. Product: [C:68]([O:67][C@@H:61]([C:52]1[C:51]([CH3:72])=[CH:50][C:48]2[N:49]=[C:45]([C:2]3[CH:3]=[C:4]([C:8]4[CH:9]=[C:10]5[C:14](=[CH:15][CH:16]=4)[N:13]([CH3:17])[N:12]=[CH:11]5)[N:5]=[N:6][CH:7]=3)[S:46][C:47]=2[C:53]=1[C:54]1[CH:55]=[CH:56][C:57]([Cl:60])=[CH:58][CH:59]=1)[C:62]([O:64][CH2:65][CH3:66])=[O:63])([CH3:69])([CH3:70])[CH3:71]. The catalyst class is: 73. (2) Reactant: [NH2:1][C:2]1[CH:3]=[CH:4][C:5]([CH3:26])=[C:6]([CH2:8][CH2:9][N:10]2[CH2:15][CH2:14][CH:13]([C:16]3[C:24]4[C:19](=[CH:20][CH:21]=[C:22]([F:25])[CH:23]=4)[NH:18][CH:17]=3)[CH2:12][CH2:11]2)[CH:7]=1.C(N(CC)CC)C.CN(C1C=CC=CN=1)C.[C:43](Cl)(=[O:45])[CH3:44]. The catalyst class is: 10. Product: [C:43]([NH:1][C:2]1[CH:3]=[CH:4][C:5]([CH3:26])=[C:6]([CH2:8][CH2:9][N:10]2[CH2:15][CH2:14][CH:13]([C:16]3[C:24]4[C:19](=[CH:20][CH:21]=[C:22]([F:25])[CH:23]=4)[NH:18][CH:17]=3)[CH2:12][CH2:11]2)[CH:7]=1)(=[O:45])[CH3:44]. (3) Reactant: [C:1]([O:5][C:6]([N:8]1[CH2:13][CH2:12][N:11]([C:14]2[CH:19]=[CH:18][C:17]([NH2:20])=[CH:16][C:15]=2[F:21])[CH2:10][CH2:9]1)=[O:7])([CH3:4])([CH3:3])[CH3:2].CCN(C(C)C)C(C)C.[CH2:31]([CH:33]([CH2:37][CH3:38])[C:34](Cl)=[O:35])[CH3:32].CC(C)=O.C(Cl)Cl. Product: [C:1]([O:5][C:6]([N:8]1[CH2:13][CH2:12][N:11]([C:14]2[CH:19]=[CH:18][C:17]([NH:20][C:34](=[O:35])[CH:33]([CH2:37][CH3:38])[CH2:31][CH3:32])=[CH:16][C:15]=2[F:21])[CH2:10][CH2:9]1)=[O:7])([CH3:4])([CH3:2])[CH3:3]. The catalyst class is: 2. (4) Reactant: [NH2:1][C:2]([C:4]1[CH:9]=[CH:8][C:7]([CH:10]2[CH2:15][CH2:14][N:13]([C:16]([O:18][C:19]([CH3:22])([CH3:21])[CH3:20])=[O:17])[CH2:12][CH2:11]2)=[CH:6][CH:5]=1)=O.P(Cl)(Cl)(OCl)=O.C(=O)([O-])[O-].[Na+].[Na+]. Product: [C:2]([C:4]1[CH:5]=[CH:6][C:7]([CH:10]2[CH2:11][CH2:12][N:13]([C:16]([O:18][C:19]([CH3:22])([CH3:21])[CH3:20])=[O:17])[CH2:14][CH2:15]2)=[CH:8][CH:9]=1)#[N:1]. The catalyst class is: 3. (5) Reactant: [F:1][C:2]1[CH:7]=[CH:6][C:5]([C:8]2[O:9][C:10]3[CH:20]=[CH:19][C:18]([C:21]4[C:22]([CH3:32])=[CH:23][C:24]([O:30][CH3:31])=[C:25]([CH:29]=4)[C:26](O)=[O:27])=[CH:17][C:11]=3[C:12]=2[C:13](=[O:16])[NH:14][CH3:15])=[CH:4][CH:3]=1.[CH3:33][N:34]1[CH:38]=[CH:37][C:36]([C:39]2([NH2:42])[CH2:41][CH2:40]2)=[N:35]1.C1C=CC2N(O)N=NC=2C=1.CCN=C=NCCCN(C)C.Cl.C(N(C(C)C)CC)(C)C. Product: [F:1][C:2]1[CH:7]=[CH:6][C:5]([C:8]2[O:9][C:10]3[CH:20]=[CH:19][C:18]([C:21]4[CH:29]=[C:25]([C:26](=[O:27])[NH:42][C:39]5([C:36]6[CH:37]=[CH:38][N:34]([CH3:33])[N:35]=6)[CH2:41][CH2:40]5)[C:24]([O:30][CH3:31])=[CH:23][C:22]=4[CH3:32])=[CH:17][C:11]=3[C:12]=2[C:13]([NH:14][CH3:15])=[O:16])=[CH:4][CH:3]=1. The catalyst class is: 2. (6) Reactant: [F:1][C:2]([CH3:28])([CH3:27])[CH2:3][N:4]1[CH2:9][CH2:8][CH:7]([CH2:10][O:11][C:12]2[CH:17]=[CH:16][C:15]([C:18]3[CH:26]=[CH:25][C:21]([C:22]([OH:24])=O)=[CH:20][N:19]=3)=[CH:14][CH:13]=2)[CH2:6][CH2:5]1.[NH:29]1[CH2:34][CH2:33][CH2:32][C@@H:31]([OH:35])[CH2:30]1.CCN(C(C)C)C(C)C.CCN=C=NCCCN(C)C.C1C=CC2N(O)N=NC=2C=1. Product: [F:1][C:2]([CH3:27])([CH3:28])[CH2:3][N:4]1[CH2:5][CH2:6][CH:7]([CH2:10][O:11][C:12]2[CH:13]=[CH:14][C:15]([C:18]3[N:19]=[CH:20][C:21]([C:22]([N:29]4[CH2:34][CH2:33][CH2:32][C@@H:31]([OH:35])[CH2:30]4)=[O:24])=[CH:25][CH:26]=3)=[CH:16][CH:17]=2)[CH2:8][CH2:9]1. The catalyst class is: 18.